Dataset: Reaction yield outcomes from USPTO patents with 853,638 reactions. Task: Predict the reaction yield, written as a fraction of the theoretical maximum amount of product (1.0 means a 100% yield; for example, 0.34 means a 34% yield). (1) The reactants are [CH:1]1([S:4]([C:13]2[CH:18]=[CH:17][C:16]([N+:19]([O-])=O)=[CH:15][CH:14]=2)(=[N:6][C:7](=[O:12])[C:8]([F:11])([F:10])[F:9])=[O:5])[CH2:3][CH2:2]1. The catalyst is C(O)C.C1COCC1.[Pd]. The yield is 0.930. The product is [NH2:19][C:16]1[CH:15]=[CH:14][C:13]([S:4]([CH:1]2[CH2:3][CH2:2]2)(=[N:6][C:7](=[O:12])[C:8]([F:11])([F:9])[F:10])=[O:5])=[CH:18][CH:17]=1. (2) The reactants are [Cl:1][C:2]1[CH:7]=[CH:6][CH:5]=[CH:4][C:3]=1[C:8]1([CH3:14])[CH2:13][CH2:12][NH:11][CH2:10][CH2:9]1.Br[CH2:16][CH2:17][CH:18]=[C:19]1[C:25]2[CH:26]=[CH:27][CH:28]=[N:29][C:24]=2[CH2:23][O:22][C:21]2[CH:30]=[CH:31][C:32]([C:34]([OH:37])([CH3:36])[CH3:35])=[CH:33][C:20]1=2.[I-].[K+]. The catalyst is C(O)(C)C. The product is [Cl:1][C:2]1[CH:7]=[CH:6][CH:5]=[CH:4][C:3]=1[C:8]1([CH3:14])[CH2:9][CH2:10][N:11]([CH2:16][CH2:17][CH:18]=[C:19]2[C:25]3[CH:26]=[CH:27][CH:28]=[N:29][C:24]=3[CH2:23][O:22][C:21]3[CH:30]=[CH:31][C:32]([C:34]([OH:37])([CH3:36])[CH3:35])=[CH:33][C:20]2=3)[CH2:12][CH2:13]1. The yield is 0.250. (3) The reactants are [C:1]1([C:7]2[NH:11][CH:10]=[C:9]([CH:12]=[O:13])[CH:8]=2)[CH:6]=[CH:5][CH:4]=[CH:3][CH:2]=1.[H-].[Na+].C1OCCOCCOCCOCCOC1.Cl.[N:32]1[CH:37]=[CH:36][CH:35]=[C:34]([S:38](Cl)(=[O:40])=[O:39])[CH:33]=1. The catalyst is O1CCCC1.C(OCC)(=O)C. The product is [C:1]1([C:7]2[N:11]([S:38]([C:34]3[CH:33]=[N:32][CH:37]=[CH:36][CH:35]=3)(=[O:40])=[O:39])[CH:10]=[C:9]([CH:12]=[O:13])[CH:8]=2)[CH:6]=[CH:5][CH:4]=[CH:3][CH:2]=1. The yield is 0.750. (4) The reactants are Br[C:2]1[CH:7]=[CH:6][C:5]([CH:8]([NH:13][C@@H:14]([CH2:17][CH:18]([CH3:20])[CH3:19])[CH2:15][OH:16])[C:9]([F:12])([F:11])[F:10])=[CH:4][CH:3]=1.[CH3:21][S:22]([C:25]1[CH:30]=[CH:29][C:28](B(O)O)=[CH:27][CH:26]=1)(=[O:24])=[O:23].C(=O)([O-])[O-].[Na+].[Na+]. The catalyst is CN(C=O)C.C(Cl)Cl.C1C=CC(P(C2C=CC=CC=2)[C-]2C=CC=C2)=CC=1.C1C=CC(P(C2C=CC=CC=2)[C-]2C=CC=C2)=CC=1.Cl[Pd]Cl.[Fe+2]. The product is [CH3:19][CH:18]([CH3:20])[CH2:17][C@H:14]([NH:13][CH:8]([C:5]1[CH:6]=[CH:7][C:2]([C:28]2[CH:29]=[CH:30][C:25]([S:22]([CH3:21])(=[O:24])=[O:23])=[CH:26][CH:27]=2)=[CH:3][CH:4]=1)[C:9]([F:12])([F:11])[F:10])[CH2:15][OH:16]. The yield is 0.530. (5) The reactants are F[C:2]1[N:7]=[C:6]([C:8]2[C:16]3[C:11](=[CH:12][N:13]=[C:14]([C:17]4[CH:18]=[N:19][N:20]([CH3:22])[CH:21]=4)[CH:15]=3)[N:10](C3CCCCO3)[N:9]=2)[CH:5]=[CH:4][CH:3]=1.[NH:29]1[CH2:34][CH2:33][CH2:32][CH:31]([OH:35])[CH2:30]1. No catalyst specified. The product is [CH3:22][N:20]1[CH:21]=[C:17]([C:14]2[CH:15]=[C:16]3[C:8]([C:6]4[N:7]=[C:2]([N:29]5[CH2:34][CH2:33][CH2:32][CH:31]([OH:35])[CH2:30]5)[CH:3]=[CH:4][CH:5]=4)=[N:9][NH:10][C:11]3=[CH:12][N:13]=2)[CH:18]=[N:19]1. The yield is 0.628. (6) The reactants are Cl[C:2]1[CH:3]=[C:4]([C:11]2[CH:12]=[N:13][C:14]([C:17]([F:20])([F:19])[F:18])=[N:15][CH:16]=2)[CH:5]=[N:6][C:7]=1[CH:8]([F:10])[F:9].F[B-]([CH2:25][NH:26][C:27](=[O:33])[O:28][C:29]([CH3:32])([CH3:31])[CH3:30])(F)F.[K+].COC1C=CC=C(OC)C=1C1C=CC=CC=1P(C1CCCCC1)C1CCCCC1.C([O-])([O-])=O.[Cs+].[Cs+]. The catalyst is CC(OC)(C)C.COC1C=CC=C(OC)C=1C1C(P(C2CCCCC2)C2CCCCC2)=CC=CC=1.C1C=[C-]C(CCN)=CC=1.Cl[Pd+].C(O)C.O. The product is [F:9][CH:8]([F:10])[C:7]1[C:2]([CH2:25][NH:26][C:27](=[O:33])[O:28][C:29]([CH3:32])([CH3:31])[CH3:30])=[CH:3][C:4]([C:11]2[CH:12]=[N:13][C:14]([C:17]([F:20])([F:19])[F:18])=[N:15][CH:16]=2)=[CH:5][N:6]=1. The yield is 0.0900. (7) The yield is 0.570. The reactants are [OH:1][CH:2]1[CH2:5][N:4]([C:6]2[CH:7]=[N:8][CH:9]=[C:10]([CH:15]=2)[C:11]([O:13][CH3:14])=[O:12])[CH2:3]1.CC(OI1(OC(C)=O)(OC(C)=O)OC(=O)C2C=CC=CC1=2)=O. The product is [O:1]=[C:2]1[CH2:5][N:4]([C:6]2[CH:7]=[N:8][CH:9]=[C:10]([CH:15]=2)[C:11]([O:13][CH3:14])=[O:12])[CH2:3]1. The catalyst is C(Cl)Cl. (8) The reactants are [OH:1][C:2]([C:5]1[CH:31]=[CH:30][C:8]([C:9]([NH:11][C:12]2[CH:17]=[C:16]([N:18]3[CH2:23][CH2:22][CH2:21][C@@H:20]([C:24]([OH:26])=O)[CH2:19]3)[N:15]3[N:27]=[CH:28][CH:29]=[C:14]3[N:13]=2)=[O:10])=[CH:7][CH:6]=1)([CH3:4])[CH3:3].[CH3:32][NH:33][CH3:34].CCN=C=NCCCN(C)C.C1C=CC2N(O)N=NC=2C=1. The catalyst is CN(C=O)C. The product is [OH:1][C:2]([C:5]1[CH:31]=[CH:30][C:8]([C:9]([NH:11][C:12]2[CH:17]=[C:16]([N:18]3[CH2:23][CH2:22][CH2:21][C@@H:20]([C:24]([N:33]([CH3:34])[CH3:32])=[O:26])[CH2:19]3)[N:15]3[N:27]=[CH:28][CH:29]=[C:14]3[N:13]=2)=[O:10])=[CH:7][CH:6]=1)([CH3:3])[CH3:4]. The yield is 0.690.